From a dataset of Full USPTO retrosynthesis dataset with 1.9M reactions from patents (1976-2016). Predict the reactants needed to synthesize the given product. (1) Given the product [F:24][C:21]1[CH:22]=[CH:23][C:18]([CH2:17][O:16][C:12]2[CH:11]=[C:10]([CH:15]=[CH:14][CH:13]=2)[CH2:9][N:7]([CH3:8])[C:6]([CH:5]=[C:4]([OH:26])[C:3]([OH:27])=[O:2])=[O:25])=[CH:19][CH:20]=1, predict the reactants needed to synthesize it. The reactants are: C[O:2][C:3](=[O:27])[C:4]([OH:26])=[CH:5][C:6](=[O:25])[N:7]([CH2:9][C:10]1[CH:15]=[CH:14][CH:13]=[C:12]([O:16][CH2:17][C:18]2[CH:23]=[CH:22][C:21]([F:24])=[CH:20][CH:19]=2)[CH:11]=1)[CH3:8].N#N. (2) Given the product [C:10]([C:12]1[CH:13]=[CH:14][C:15]([NH:18][C:19](=[O:27])[O:20][C:21]2[CH:22]=[CH:23][CH:24]=[CH:25][CH:26]=2)=[N:16][CH:17]=1)#[N:11], predict the reactants needed to synthesize it. The reactants are: NC1C=CC(C#N)=CN=1.[C:10]([C:12]1[C:13](OCCOC)=[CH:14][C:15]([NH:18][C:19](=[O:27])[O:20][C:21]2[CH:26]=[CH:25][CH:24]=[CH:23][CH:22]=2)=[N:16][CH:17]=1)#[N:11]. (3) Given the product [NH2:1][C:4]1[CH:5]=[C:6]([S:10]([NH:13][C:14]([C:16]2[C:17]([O:28][C:29]3[C:30]([CH3:37])=[CH:31][C:32]([CH3:36])=[CH:33][C:34]=3[CH3:35])=[N:18][CH:19]=[C:20]([C:22]3[CH:23]=[CH:24][CH:25]=[CH:26][CH:27]=3)[CH:21]=2)=[O:15])(=[O:11])=[O:12])[CH:7]=[CH:8][CH:9]=1, predict the reactants needed to synthesize it. The reactants are: [N+:1]([C:4]1[CH:5]=[C:6]([S:10]([NH:13][C:14]([C:16]2[C:17]([O:28][C:29]3[C:34]([CH3:35])=[CH:33][C:32]([CH3:36])=[CH:31][C:30]=3[CH3:37])=[N:18][CH:19]=[C:20]([C:22]3[CH:27]=[CH:26][CH:25]=[CH:24][CH:23]=3)[CH:21]=2)=[O:15])(=[O:12])=[O:11])[CH:7]=[CH:8][CH:9]=1)([O-])=O. (4) Given the product [CH3:49][Si:48]([C:46]#[C:47][C:7]1[CH:16]=[CH:15][C:14]2[C:9](=[CH:10][C:11]([C:40]#[C:45][Si:48]([CH3:50])([CH3:49])[CH3:46])=[CH:12][CH:13]=2)[CH:8]=1)([CH3:51])[CH3:50], predict the reactants needed to synthesize it. The reactants are: FC(F)(F)S(O[C:7]1[CH:16]=[CH:15][C:14]2[C:9](=[CH:10][C:11](OS(C(F)(F)F)(=O)=O)=[CH:12][CH:13]=2)[CH:8]=1)(=O)=O.C1C=CC(P([C:40]2[CH:45]=CC=CC=2)C2C=CC=CC=2)=CC=1.[C:46]([Si:48]([CH3:51])([CH3:50])[CH3:49])#[CH:47]. (5) Given the product [CH3:13][CH:7]([C:8]([OH:9])=[O:15])[CH2:6][C@@H:5]([C:11]([OH:10])=[O:12])[NH2:4].[CH2:26]([CH:20]([C:21]([OH:22])=[O:2])[CH2:19][C@@H:18]([C:24]([OH:23])=[O:25])[NH2:17])[CH2:27][CH2:28][CH2:29][CH2:30][CH2:31][CH2:32][CH3:33], predict the reactants needed to synthesize it. The reactants are: C([NH:4][C@@H:5]1[C:11](=[O:12])[O:10][C:8](=[O:9])[CH:7]([CH3:13])[CH2:6]1)(O)=[O:2].C([NH:17][C@@H:18]1[C:24](=[O:25])[O:23][C:21](=[O:22])[CH:20]([CH2:26][CH2:27][CH2:28][CH2:29][CH2:30][CH2:31][CH2:32][CH3:33])[CH2:19]1)(O)=[O:15].CN(C)CCCN. (6) Given the product [Cl:38][C:34]1[CH:33]=[C:32]([C:29]2[N:28]=[C:27]([CH:22]3[CH2:23][O:24][CH2:25][CH2:26][N:21]3[C:19]3[N:20]([CH3:2])[C:7]([C:8]4[CH:13]=[CH:12][N:11]=[CH:10][CH:9]=4)=[N:15][N:16]=3)[O:31][N:30]=2)[CH:37]=[CH:36][CH:35]=1, predict the reactants needed to synthesize it. The reactants are: N1C=CC=C[CH:2]=1.[C:7]([NH:15][NH2:16])(=O)[C:8]1[CH:13]=[CH:12][N:11]=[CH:10][CH:9]=1.CS[C:19]([N:21]1[CH2:26][CH2:25][O:24][CH2:23][C:22]1(C)[C:27]1[O:31][N:30]=[C:29]([C:32]2[CH:37]=[CH:36][CH:35]=[C:34]([Cl:38])[CH:33]=2)[N:28]=1)=[NH:20].